From a dataset of Full USPTO retrosynthesis dataset with 1.9M reactions from patents (1976-2016). Predict the reactants needed to synthesize the given product. (1) Given the product [CH3:34][O:33][C:32]1[C:3](=[O:2])[C:4]([CH3:39])=[C:5]([CH2:6][C:7]2[C:8]([C:24]3[CH:25]=[N:26][CH:27]=[CH:28][CH:29]=3)=[C:9]([CH:21]=[CH:22][CH:23]=2)[C:10]([NH:12][C@H:13]([C:15]2[CH:20]=[CH:19][CH:18]=[CH:17][CH:16]=2)[CH3:14])=[O:11])[C:30](=[O:37])[C:31]=1[O:35][CH3:36], predict the reactants needed to synthesize it. The reactants are: C[O:2][C:3]1[C:4]([CH3:39])=[C:5]([C:30]([O:37]C)=[C:31]([O:35][CH3:36])[C:32]=1[O:33][CH3:34])[CH2:6][C:7]1[C:8]([C:24]2[CH:25]=[N:26][CH:27]=[CH:28][CH:29]=2)=[C:9]([CH:21]=[CH:22][CH:23]=1)[C:10]([NH:12][C@H:13]([C:15]1[CH:20]=[CH:19][CH:18]=[CH:17][CH:16]=1)[CH3:14])=[O:11].O=[N+]([O-])[O-].[O-][N+](=O)[O-].[O-][N+](=O)[O-].[O-][N+](=O)[O-].[O-][N+](=O)[O-].[O-][N+](=O)[O-].[Ce+4].[NH4+].[NH4+].C(=O)([O-])O.[Na+]. (2) Given the product [CH3:14][C:8]([N:15]1[CH:19]=[C:18]([N+:20]([O-:22])=[O:21])[N:17]=[CH:16]1)([CH3:7])[CH2:9][OH:10], predict the reactants needed to synthesize it. The reactants are: [H-].[Al+3].[Li+].[H-].[H-].[H-].[CH3:7][C:8]([N:15]1[CH:19]=[C:18]([N+:20]([O-:22])=[O:21])[N:17]=[CH:16]1)([CH3:14])[C:9](OCC)=[O:10].O.[OH-].[Na+]. (3) Given the product [C:17]([NH:21][C:2]1[C:11]([N+:12]([O-:14])=[O:13])=[CH:10][C:5]([C:6]([O:8][CH3:9])=[O:7])=[C:4]([CH:15]=[CH2:16])[CH:3]=1)([CH3:20])([CH3:19])[CH3:18], predict the reactants needed to synthesize it. The reactants are: F[C:2]1[C:11]([N+:12]([O-:14])=[O:13])=[CH:10][C:5]([C:6]([O:8][CH3:9])=[O:7])=[C:4]([CH:15]=[CH2:16])[CH:3]=1.[C:17]([NH2:21])([CH3:20])([CH3:19])[CH3:18]. (4) Given the product [Br:1][C:2]1[C:3]([F:18])=[CH:4][C:5]([F:17])=[C:6]([C@:8]2([CH3:16])[CH2:13][C@@H:12]([CH3:14])[S:11][C:10]([NH:15][C:19](=[O:20])[O:21][C:22]([CH3:25])([CH3:24])[CH3:23])=[N:9]2)[CH:7]=1, predict the reactants needed to synthesize it. The reactants are: [Br:1][C:2]1[C:3]([F:18])=[CH:4][C:5]([F:17])=[C:6]([C@:8]2([CH3:16])[CH2:13][CH:12]([CH3:14])[S:11][C:10]([NH2:15])=[N:9]2)[CH:7]=1.[C:19](O[C:19]([O:21][C:22]([CH3:25])([CH3:24])[CH3:23])=[O:20])([O:21][C:22]([CH3:25])([CH3:24])[CH3:23])=[O:20].